Dataset: Forward reaction prediction with 1.9M reactions from USPTO patents (1976-2016). Task: Predict the product of the given reaction. (1) The product is: [CH3:1][CH:2]([CH3:7])[CH2:3][C:4]([NH:8][C@@H:9]1[C@H:13]2[O:14][CH2:15][C@H:16]([NH:17][C:18](=[O:32])[C:19]3[CH:24]=[CH:23][CH:22]=[C:21]([O:25][C:26]4[CH:27]=[CH:28][CH:29]=[CH:30][CH:31]=4)[CH:20]=3)[C@H:12]2[O:11][CH2:10]1)=[O:5]. Given the reactants [CH3:1][CH:2]([CH3:7])[CH2:3][C:4](O)=[O:5].[NH2:8][C@@H:9]1[C@H:13]2[O:14][CH2:15][C@H:16]([NH:17][C:18](=[O:32])[C:19]3[CH:24]=[CH:23][CH:22]=[C:21]([O:25][C:26]4[CH:31]=[CH:30][CH:29]=[CH:28][CH:27]=4)[CH:20]=3)[C@H:12]2[O:11][CH2:10]1, predict the reaction product. (2) Given the reactants Br[C:2]1[CH:3]=[C:4]([C:8]2[CH2:14][C:13](=[O:15])[NH:12][C:11]3[CH:16]=[C:17]([C:23]([F:26])([F:25])[F:24])[C:18]([O:20][CH2:21][CH3:22])=[CH:19][C:10]=3[N:9]=2)[CH:5]=[CH:6][CH:7]=1.[C:27]([NH:31][S:32]([C:35]1[CH:40]=[CH:39][C:38](B(O)O)=[CH:37][CH:36]=1)(=[O:34])=[O:33])([CH3:30])([CH3:29])[CH3:28], predict the reaction product. The product is: [C:27]([NH:31][S:32]([C:35]1[CH:40]=[CH:39][C:38]([C:2]2[CH:7]=[CH:6][CH:5]=[C:4]([C:8]3[CH2:14][C:13](=[O:15])[NH:12][C:11]4[CH:16]=[C:17]([C:23]([F:26])([F:25])[F:24])[C:18]([O:20][CH2:21][CH3:22])=[CH:19][C:10]=4[N:9]=3)[CH:3]=2)=[CH:37][CH:36]=1)(=[O:34])=[O:33])([CH3:30])([CH3:28])[CH3:29]. (3) Given the reactants [C:1]1([CH3:8])[C:6]([OH:7])=[CH:5][CH:4]=[CH:3][CH:2]=1.IC1C=CC=CC=1.I[C:17]1[CH:22]=[CH:21][CH:20]=[CH:19][C:18]=1[CH3:23].C(#N)C, predict the reaction product. The product is: [C:1]1([CH3:8])[C:6]([O:7][C:17]2[CH:22]=[CH:21][CH:20]=[CH:19][C:18]=2[CH3:23])=[CH:5][CH:4]=[CH:3][CH:2]=1. (4) Given the reactants [CH2:1]([O:3][C:4]([CH:6]1[CH2:11][CH2:10][NH:9][CH2:8][CH2:7]1)=[O:5])[CH3:2].[S:12]1[CH:16]=[CH:15][CH:14]=[C:13]1[S:17](Cl)(=[O:19])=[O:18].Cl, predict the reaction product. The product is: [CH2:1]([O:3][C:4]([CH:6]1[CH2:11][CH2:10][N:9]([S:17]([C:13]2[S:12][CH:16]=[CH:15][CH:14]=2)(=[O:19])=[O:18])[CH2:8][CH2:7]1)=[O:5])[CH3:2]. (5) Given the reactants [Br:1][C:2]1[C:3](Cl)=[N:4][C:5]([Cl:8])=[N:6][CH:7]=1.[C:10]12([NH2:15])[CH2:14][CH:12]([CH2:13]1)[CH2:11]2, predict the reaction product. The product is: [C:10]12([NH:15][C:3]3[C:2]([Br:1])=[CH:7][N:6]=[C:5]([Cl:8])[N:4]=3)[CH2:14][CH:12]([CH2:13]1)[CH2:11]2. (6) Given the reactants [CH:1]1([N:4]([CH2:8][CH:9]2[CH2:14]CCCO2)[C:5]([Cl:7])=[O:6])[CH2:3][CH2:2]1.C1(NC2CC[O:22][CH2:21][CH2:20]2)CC1, predict the reaction product. The product is: [CH:1]1([N:4]([CH:8]2[CH2:9][CH2:14][O:22][CH2:21][CH2:20]2)[C:5]([Cl:7])=[O:6])[CH2:2][CH2:3]1.